Dataset: Full USPTO retrosynthesis dataset with 1.9M reactions from patents (1976-2016). Task: Predict the reactants needed to synthesize the given product. (1) The reactants are: ClC1C=CC(N[C@@H](C)C(O)=O)=CC=1OC(F)(F)F.C([Si](C)(C)O[C@@H]1CN(CCCNCC(OC)OC)CCC21CC2)(C)(C)C.C([Si](C)(C)[O:50][C@@H:51]1[CH2:58][N:57]([CH2:59][CH2:60][CH2:61][N:62]([CH2:80][CH:81](OC)OC)[C:63](=[O:79])[C@@H:64]([NH:66][C:67]2[CH:72]=[CH:71][C:70]([Cl:73])=[C:69]([O:74][C:75]([F:78])([F:77])[F:76])[CH:68]=2)[CH3:65])[CH2:56][CH2:55][C:52]21[CH2:54][CH2:53]2)(C)(C)C.C([Si](C)(C)O[C@@H]1CN(CCCN2CCN(C3C=CC(Cl)=C(OC(F)(F)F)C=3)[C@@H](C)C2=O)CCC21CC2)(C)(C)C. Given the product [Cl:73][C:70]1[CH:71]=[CH:72][C:67]([N:66]2[CH2:81][CH2:80][N:62]([CH2:61][CH2:60][CH2:59][N:57]3[CH2:56][CH2:55][C:52]4([CH2:53][CH2:54]4)[C@H:51]([OH:50])[CH2:58]3)[C:63](=[O:79])[C@@H:64]2[CH3:65])=[CH:68][C:69]=1[O:74][C:75]([F:77])([F:76])[F:78], predict the reactants needed to synthesize it. (2) Given the product [OH:25][C:19]1[C:18]2[C:22](=[CH:23][CH:24]=[C:16]([N+:13]([O-:15])=[O:14])[CH:17]=2)[N:21]([C:2]([O:4][CH2:5][CH3:6])=[O:3])[N:20]=1, predict the reactants needed to synthesize it. The reactants are: Cl[C:2]([O:4][CH2:5][CH3:6])=[O:3].N1C=CC=CC=1.[N+:13]([C:16]1[CH:17]=[C:18]2[C:22](=[CH:23][CH:24]=1)[NH:21][N:20]=[C:19]2[OH:25])([O-:15])=[O:14].Cl. (3) Given the product [Br:1][C:2]1[C:11]2[C:6](=[CH:7][C:8]([O:12][CH3:13])=[CH:9][CH:10]=2)[CH:5]=[CH:4][C:3]=1[O:14][CH2:21][O:22][CH3:23], predict the reactants needed to synthesize it. The reactants are: [Br:1][C:2]1[C:11]2[C:6](=[CH:7][C:8]([O:12][CH3:13])=[CH:9][CH:10]=2)[CH:5]=[CH:4][C:3]=1[OH:14].C([O-])([O-])=O.[K+].[K+].[CH2:21](Cl)[O:22][CH3:23]. (4) Given the product [Br:25][C:26]1[CH:27]=[C:28]2[O:41][CH2:40][CH2:39][O:38][C:29]2=[C:30]2[C:34]=1[N:33]([CH2:35][CH2:36][CH3:37])[CH:32]=[C:31]2[CH2:21][C:22]([OH:24])=[O:23], predict the reactants needed to synthesize it. The reactants are: C(OC1C(F)=CC(Br)=C2C=1C([CH2:21][C:22]([OH:24])=[O:23])=CN2C)C1C=CC=CC=1.[Br:25][C:26]1[CH:27]=[C:28]2[O:41][CH2:40][CH2:39][O:38][C:29]2=[C:30]2[C:34]=1[N:33]([CH2:35][CH2:36][CH3:37])[CH:32]=[CH:31]2. (5) Given the product [O:33]1[CH2:34][C@H:32]1[CH2:31][N:12]1[C:11]2[C:6](=[N:7][C:8]([C:13]3[N:17]4[CH:18]=[C:19]([C:22]#[N:23])[CH:20]=[CH:21][C:16]4=[N:15][CH:14]=3)=[N:9][CH:10]=2)[N:5]([CH:24]2[CH2:29][CH2:28][O:27][CH2:26][CH2:25]2)[C:4]1=[O:3], predict the reactants needed to synthesize it. The reactants are: [H-].[Na+].[O:3]=[C:4]1[NH:12][C:11]2[C:6](=[N:7][C:8]([C:13]3[N:17]4[CH:18]=[C:19]([C:22]#[N:23])[CH:20]=[CH:21][C:16]4=[N:15][CH:14]=3)=[N:9][CH:10]=2)[N:5]1[CH:24]1[CH2:29][CH2:28][O:27][CH2:26][CH2:25]1.Cl[CH2:31][C@@H:32]1[CH2:34][O:33]1. (6) The reactants are: [Si:1]([O:8][C@@H:9]([C:25]1[CH:30]=[CH:29][CH:28]=[CH:27][C:26]=1[C:31]1[CH:36]=[CH:35][C:34]([Cl:37])=[CH:33][CH:32]=1)[CH:10]1[CH2:15][CH2:14][N:13]([C:16]2[CH:24]=[CH:23][C:19]([C:20](O)=[O:21])=[CH:18][CH:17]=2)[CH2:12][CH2:11]1)([C:4]([CH3:7])([CH3:6])[CH3:5])([CH3:3])[CH3:2].[Si:38]([O:55][CH2:56][C@@H:57]1[N:62]([CH2:63][CH2:64][C@@H:65]([NH:74][C:75]2[CH:80]=[CH:79][C:78]([S:81]([NH2:84])(=[O:83])=[O:82])=[CH:77][C:76]=2[S:85]([C:88]([F:91])([F:90])[F:89])(=[O:87])=[O:86])[CH2:66][S:67][C:68]2[CH:73]=[CH:72][CH:71]=[CH:70][CH:69]=2)[CH2:61][CH2:60][O:59][CH2:58]1)([C:51]([CH3:54])([CH3:53])[CH3:52])([C:45]1[CH:50]=[CH:49][CH:48]=[CH:47][CH:46]=1)[C:39]1[CH:44]=[CH:43][CH:42]=[CH:41][CH:40]=1. Given the product [Si:1]([O:8][C@@H:9]([C:25]1[CH:30]=[CH:29][CH:28]=[CH:27][C:26]=1[C:31]1[CH:36]=[CH:35][C:34]([Cl:37])=[CH:33][CH:32]=1)[CH:10]1[CH2:15][CH2:14][N:13]([C:16]2[CH:24]=[CH:23][C:19]([C:20]([NH:84][S:81]([C:78]3[CH:79]=[CH:80][C:75]([NH:74][C@H:65]([CH2:64][CH2:63][N:62]4[CH2:61][CH2:60][O:59][CH2:58][C@@H:57]4[CH2:56][O:55][Si:38]([C:51]([CH3:52])([CH3:53])[CH3:54])([C:45]4[CH:46]=[CH:47][CH:48]=[CH:49][CH:50]=4)[C:39]4[CH:44]=[CH:43][CH:42]=[CH:41][CH:40]=4)[CH2:66][S:67][C:68]4[CH:73]=[CH:72][CH:71]=[CH:70][CH:69]=4)=[C:76]([S:85]([C:88]([F:89])([F:90])[F:91])(=[O:86])=[O:87])[CH:77]=3)(=[O:83])=[O:82])=[O:21])=[CH:18][CH:17]=2)[CH2:12][CH2:11]1)([C:4]([CH3:7])([CH3:6])[CH3:5])([CH3:3])[CH3:2], predict the reactants needed to synthesize it. (7) Given the product [CH3:1][NH:2][C:3]([C:5]1[N:6]([CH3:20])[C:7]([C:10]2[S:18][C:17]3[C:12](=[N:13][CH:14]=[CH:15][C:16]=3[NH:31][C:27]3[CH:28]=[C:29]4[C:24](=[CH:25][CH:26]=3)[NH:23][C:22]([CH3:21])=[CH:30]4)[CH:11]=2)=[CH:8][N:9]=1)=[O:4], predict the reactants needed to synthesize it. The reactants are: [CH3:1][NH:2][C:3]([C:5]1[N:6]([CH3:20])[C:7]([C:10]2[S:18][C:17]3[C:12](=[N:13][CH:14]=[CH:15][C:16]=3Cl)[CH:11]=2)=[CH:8][N:9]=1)=[O:4].[CH3:21][C:22]1[NH:23][C:24]2[C:29]([CH:30]=1)=[CH:28][C:27]([NH2:31])=[CH:26][CH:25]=2. (8) Given the product [CH3:35][O:36][C:37](=[O:46])[C:28]1[CH:27]=[CH:26][C:25]([CH2:24][O:23][C:18]2[C:17]([C:7]3[N:6]([CH2:5][C:4]4[CH:32]=[CH:33][CH:34]=[C:2]([Cl:1])[CH:3]=4)[C:10]4[CH:11]=[C:12]([F:16])[C:13]([F:15])=[CH:14][C:9]=4[N:8]=3)=[CH:22][CH:21]=[CH:20][N:19]=2)=[CH:30][CH:29]=1, predict the reactants needed to synthesize it. The reactants are: [Cl:1][C:2]1[CH:3]=[C:4]([CH:32]=[CH:33][CH:34]=1)[CH2:5][N:6]1[C:10]2[CH:11]=[C:12]([F:16])[C:13]([F:15])=[CH:14][C:9]=2[N:8]=[C:7]1[C:17]1[C:18]([O:23][CH2:24][C:25]2[CH:30]=[CH:29][CH:28]=[CH:27][C:26]=2Cl)=[N:19][CH:20]=[CH:21][CH:22]=1.[CH3:35][O:36][C:37](=[O:46])C1C=CC(CO)=CC=1. (9) Given the product [Br:1][C:2]1[CH:10]=[CH:9][C:8]([O:11][CH3:12])=[CH:7][C:3]=1[C:4]([Cl:16])=[O:5], predict the reactants needed to synthesize it. The reactants are: [Br:1][C:2]1[CH:10]=[CH:9][C:8]([O:11][CH3:12])=[CH:7][C:3]=1[C:4](O)=[O:5].C(Cl)(=O)C([Cl:16])=O.CN(C)C=O. (10) Given the product [Br:10][CH2:8][C:4]1[C:3](=[O:9])[N:2]([CH3:1])[CH:7]=[CH:6][CH:5]=1, predict the reactants needed to synthesize it. The reactants are: [CH3:1][N:2]1[CH:7]=[CH:6][CH:5]=[C:4]([CH3:8])[C:3]1=[O:9].[Br:10]N1C(=O)CCC1=O.C(OOC(=O)C1C=CC=CC=1)(=O)C1C=CC=CC=1.